The task is: Predict which catalyst facilitates the given reaction.. This data is from Catalyst prediction with 721,799 reactions and 888 catalyst types from USPTO. (1) Reactant: [NH2:1][C:2]1[CH:3]=[C:4]([C:8]2[CH:13]=[CH:12][C:11](/[CH:14]=[C:15](\[O:20][CH3:21])/[C:16]([O:18][CH3:19])=[O:17])=[CH:10][C:9]=2[O:22][CH2:23][CH2:24][CH2:25][CH3:26])[CH:5]=[CH:6][CH:7]=1.[CH2:27]([N:34]=[C:35]=[O:36])[CH2:28][CH2:29][CH2:30][CH2:31][CH2:32][CH3:33]. Product: [CH2:23]([O:22][C:9]1[CH:10]=[C:11](/[CH:14]=[C:15](\[O:20][CH3:21])/[C:16]([O:18][CH3:19])=[O:17])[CH:12]=[CH:13][C:8]=1[C:4]1[CH:5]=[CH:6][CH:7]=[C:2]([NH:1][C:35]([NH:34][CH2:27][CH2:28][CH2:29][CH2:30][CH2:31][CH2:32][CH3:33])=[O:36])[CH:3]=1)[CH2:24][CH2:25][CH3:26]. The catalyst class is: 28. (2) Reactant: [CH2:1]([O:4][C:5]1[CH:6]=[CH:7][C:8]2[CH:12]=[C:11]([C:13]([O:15]C)=[O:14])[S:10][C:9]=2[CH:17]=1)[C:2]#[CH:3].O.[OH-].[Li+].O.Cl. Product: [CH2:1]([O:4][C:5]1[CH:6]=[CH:7][C:8]2[CH:12]=[C:11]([C:13]([OH:15])=[O:14])[S:10][C:9]=2[CH:17]=1)[C:2]#[CH:3]. The catalyst class is: 5. (3) Reactant: [CH:1]12[O:8][CH:5]([CH2:6][CH2:7]1)[CH2:4][N:3]([C:9]1[C:10]3[CH2:18][O:17][C:16]4([CH2:20][CH2:19]4)[C:11]=3[N:12]=[C:13](Cl)[N:14]=1)[CH2:2]2.[CH3:21][NH:22][C:23]([NH:25][C:26]1[CH:31]=[CH:30][C:29](B2OC(C)(C)C(C)(C)O2)=[CH:28][CH:27]=1)=[O:24].C([O-])(O)=O.[Na+]. Product: [CH:1]12[O:8][CH:5]([CH2:6][CH2:7]1)[CH2:4][N:3]([C:9]1[C:10]3[CH2:18][O:17][C:16]4([CH2:20][CH2:19]4)[C:11]=3[N:12]=[C:13]([C:29]3[CH:28]=[CH:27][C:26]([NH:25][C:23]([NH:22][CH3:21])=[O:24])=[CH:31][CH:30]=3)[N:14]=1)[CH2:2]2. The catalyst class is: 368. (4) Reactant: C([O:5][C:6](=[O:15])[CH2:7][NH:8][C:9](=[O:14])[CH2:10][N:11]([CH3:13])[CH3:12])(C)(C)C. Product: [CH3:12][N:11]([CH3:13])[CH2:10][C:9]([NH:8][CH2:7][C:6]([OH:15])=[O:5])=[O:14]. The catalyst class is: 55. (5) Reactant: [CH3:1][N:2]([CH3:26])[C:3]([C:5]1[CH:25]=[CH:24][C:8]([O:9][C:10]2[C:15]3[CH2:16][C:17]([CH3:20])([CH3:19])[O:18][C:14]=3[CH:13]=[C:12]([C:21]([OH:23])=O)[CH:11]=2)=[CH:7][CH:6]=1)=[O:4].[NH2:27][C:28]1[CH:32]=[CH:31][N:30]([CH3:33])[N:29]=1.C(N(CC)CC)C.CN(C(ON1N=NC2C=CC=NC1=2)=[N+](C)C)C.F[P-](F)(F)(F)(F)F. Product: [CH3:33][N:30]1[CH:31]=[CH:32][C:28]([NH:27][C:21]([C:12]2[CH:11]=[C:10]([O:9][C:8]3[CH:24]=[CH:25][C:5]([C:3](=[O:4])[N:2]([CH3:1])[CH3:26])=[CH:6][CH:7]=3)[C:15]3[CH2:16][C:17]([CH3:19])([CH3:20])[O:18][C:14]=3[CH:13]=2)=[O:23])=[N:29]1. The catalyst class is: 3. (6) Reactant: [N+:1]([C:4]1[CH:5]=[C:6]([CH:8]=[CH:9][CH:10]=1)[NH2:7])([O-:3])=[O:2].[CH3:11][C:12]([O:15][C:16](O[C:16]([O:15][C:12]([CH3:14])([CH3:13])[CH3:11])=[O:17])=[O:17])([CH3:14])[CH3:13]. Product: [N+:1]([C:4]1[CH:5]=[C:6]([NH:7][C:16](=[O:17])[O:15][C:12]([CH3:14])([CH3:13])[CH3:11])[CH:8]=[CH:9][CH:10]=1)([O-:3])=[O:2]. The catalyst class is: 230. (7) Reactant: [C:1]([O:5][C:6]([N:8]1[CH2:12][C@@H:11]([CH2:13][NH:14][CH3:15])[C@H:10]([CH2:16][N:17]([CH:34]([CH3:36])[CH3:35])[C:18](=[O:33])[C:19]2[CH:24]=[CH:23][C:22]([O:25][CH3:26])=[C:21]([O:27][CH2:28][CH2:29][CH2:30][O:31][CH3:32])[CH:20]=2)[CH2:9]1)=[O:7])([CH3:4])([CH3:3])[CH3:2].[CH:37]1([C:40](Cl)=[O:41])[CH2:39][CH2:38]1.C(N(CC)CC)C.C([O-])(O)=O.[Na+]. Product: [C:1]([O:5][C:6]([N:8]1[CH2:9][C@@H:10]([CH2:16][N:17]([CH:34]([CH3:36])[CH3:35])[C:18](=[O:33])[C:19]2[CH:24]=[CH:23][C:22]([O:25][CH3:26])=[C:21]([O:27][CH2:28][CH2:29][CH2:30][O:31][CH3:32])[CH:20]=2)[C@H:11]([CH2:13][N:14]([C:40]([CH:37]2[CH2:39][CH2:38]2)=[O:41])[CH3:15])[CH2:12]1)=[O:7])([CH3:3])([CH3:4])[CH3:2]. The catalyst class is: 2. (8) Reactant: P(=O)(O)(O)O.[Br:6][C:7]1[CH:12]=[CH:11][C:10]([C:13](O)([CH3:15])[CH3:14])=[C:9]([CH2:17][OH:18])[CH:8]=1.[OH-].[Na+]. Product: [Br:6][C:7]1[CH:8]=[C:9]2[C:10](=[CH:11][CH:12]=1)[C:13]([CH3:14])([CH3:15])[O:18][CH2:17]2. The catalyst class is: 11. (9) Reactant: [NH:1]1[CH2:6][CH2:5][CH:4]([NH:7][C:8]2[O:9][C:10]3[CH:16]=[CH:15][C:14]([O:17][CH2:18][C:19]#[N:20])=[CH:13][C:11]=3[N:12]=2)[CH2:3][CH2:2]1.[Cl:21][C:22]1[C:29]([O:30][CH2:31][CH3:32])=[CH:28][C:25]([CH:26]=O)=[CH:24][C:23]=1[O:33][CH2:34][CH3:35].C([BH3-])#N.[Na+].C(N(C(C)C)C(C)C)C. Product: [Cl:21][C:22]1[C:29]([O:30][CH2:31][CH3:32])=[CH:28][C:25]([CH2:26][N:1]2[CH2:2][CH2:3][CH:4]([NH:7][C:8]3[O:9][C:10]4[CH:16]=[CH:15][C:14]([O:17][CH2:18][C:19]#[N:20])=[CH:13][C:11]=4[N:12]=3)[CH2:5][CH2:6]2)=[CH:24][C:23]=1[O:33][CH2:34][CH3:35]. The catalyst class is: 212.